Dataset: Forward reaction prediction with 1.9M reactions from USPTO patents (1976-2016). Task: Predict the product of the given reaction. Given the reactants Cl.Cl.NC1N=CN=C2N(C(C3OC(=O)C4C(C=3C3SC(CN5CCNCC5)=CC=3)=CC=CC=4)C)N=C(C3C=C(O)C=C(F)C=3)C=12.[CH3:46][N:47]([CH3:70])[CH2:48][CH:49]=[CH:50][C:51]1[S:55][C:54]([C:56]2[C:65]3[C:60](=[CH:61][CH:62]=[CH:63][CH:64]=3)[C:59](=[O:66])[O:58][C:57]=2[CH:67](O)[CH3:68])=[CH:53][CH:52]=1.[CH2:71]([O:78][C:79]1[CH:80]=[C:81]([C:86]2[C:94]3[C:89](=[N:90][CH:91]=[N:92][C:93]=3[NH2:95])[NH:88][N:87]=2)[CH:82]=[C:83]([F:85])[CH:84]=1)[C:72]1[CH:77]=[CH:76][CH:75]=[CH:74][CH:73]=1, predict the reaction product. The product is: [NH2:95][C:93]1[N:92]=[CH:91][N:90]=[C:89]2[N:88]([CH:67]([C:57]3[O:58][C:59](=[O:66])[C:60]4[C:65]([C:56]=3[C:54]3[S:55][C:51]([CH:50]=[CH:49][CH2:48][N:47]([CH3:70])[CH3:46])=[CH:52][CH:53]=3)=[CH:64][CH:63]=[CH:62][CH:61]=4)[CH3:68])[N:87]=[C:86]([C:81]3[CH:82]=[C:83]([F:85])[CH:84]=[C:79]([O:78][CH2:71][C:72]4[CH:77]=[CH:76][CH:75]=[CH:74][CH:73]=4)[CH:80]=3)[C:94]=12.